This data is from Forward reaction prediction with 1.9M reactions from USPTO patents (1976-2016). The task is: Predict the product of the given reaction. (1) Given the reactants [C:1]([CH2:4][O:5][C:6]1[CH:16]=[CH:15][C:14]([S:17](Cl)(=[O:19])=[O:18])=[CH:13][C:7]=1[O:8][CH2:9][C:10]([NH2:12])=[O:11])(=[O:3])[NH2:2].[CH3:21][O:22][C:23]1[CH:28]=[CH:27][C:26]([NH2:29])=[CH:25][CH:24]=1, predict the reaction product. The product is: [C:10]([CH2:9][O:8][C:7]1[CH:13]=[C:14]([S:17]([NH:29][C:26]2[CH:27]=[CH:28][C:23]([O:22][CH3:21])=[CH:24][CH:25]=2)(=[O:19])=[O:18])[CH:15]=[CH:16][C:6]=1[O:5][CH2:4][C:1]([NH2:2])=[O:3])(=[O:11])[NH2:12]. (2) The product is: [F:30][C:31]1[CH:32]=[CH:33][C:34]([N:37]2[CH2:42][CH2:41][N:40]([CH2:23][C:6]3[N:7]=[C:8]([C:12]4[S:13][C:14]5[CH:22]=[CH:21][CH:20]=[CH:19][C:15]=5[C:16](=[O:18])[N:17]=4)[CH:9]=[CH:10][CH:11]=3)[CH2:39][CH2:38]2)=[CH:35][CH:36]=1. Given the reactants CS(O[C:6]1[CH:11]=[CH:10][CH:9]=[C:8]([C:12]2[S:13][C:14]3[CH:22]=[CH:21][CH:20]=[CH:19][C:15]=3[C:16](=[O:18])[N:17]=2)[N:7]=1)(=O)=O.[CH2:23](N(CC)CC)C.[F:30][C:31]1[CH:36]=[CH:35][C:34]([N:37]2[CH2:42][CH2:41][NH:40][CH2:39][CH2:38]2)=[CH:33][CH:32]=1.C(OCC)(=O)C, predict the reaction product. (3) Given the reactants FC(F)(F)C(O)=O.C(O[C:13](=O)[N:14]([C@@H:16]([C:28](=[O:51])[N:29]([C@H:31]([CH2:44][C:45]1[CH:50]=[CH:49][CH:48]=[CH:47][CH:46]=1)[C:32]([N:34]1[CH2:39][CH2:38][CH2:37][C@@H:36]([CH2:40][N:41]([CH3:43])[CH3:42])[CH2:35]1)=[O:33])[CH3:30])[CH2:17][C:18]1[CH:27]=[CH:26][C:25]2[C:20](=[CH:21][CH:22]=[CH:23][CH:24]=2)[CH:19]=1)C)(C)(C)C, predict the reaction product. The product is: [CH2:44]([C@@H:31]([N:29]([CH3:30])[C:28](=[O:51])[C@H:16]([NH:14][CH3:13])[CH2:17][C:18]1[CH:27]=[CH:26][C:25]2[C:20](=[CH:21][CH:22]=[CH:23][CH:24]=2)[CH:19]=1)[C:32]([N:34]1[CH2:39][CH2:38][CH2:37][C@@H:36]([CH2:40][N:41]([CH3:42])[CH3:43])[CH2:35]1)=[O:33])[C:45]1[CH:50]=[CH:49][CH:48]=[CH:47][CH:46]=1. (4) Given the reactants [SH:1][C:2]1[N:6]([C:7]2[CH:12]=[CH:11][CH:10]=[CH:9][CH:8]=2)[N:5]=[N:4][N:3]=1.C1(P(C2C=CC=CC=2)C2C=CC=CC=2)C=CC=CC=1.N(C(OC(C)C)=O)=NC(OC(C)C)=O.[CH3:46][O:47][C:48](=[O:55])/[CH:49]=[C:50](\[CH3:54])/[CH2:51][CH2:52]O, predict the reaction product. The product is: [CH3:46][O:47][C:48](=[O:55])/[CH:49]=[C:50](\[CH3:54])/[CH2:51][CH2:52][S:1][C:2]1[N:6]([C:7]2[CH:12]=[CH:11][CH:10]=[CH:9][CH:8]=2)[N:5]=[N:4][N:3]=1. (5) Given the reactants Cl[CH:2]([CH3:16])[C:3]([NH:5][CH:6]1[CH:13]2[CH2:14][CH:9]3[CH2:10][CH:11]([CH2:15][CH:7]1[CH2:8]3)[CH2:12]2)=[O:4].C(=O)([O-])[O-].[Na+].[Na+].[C:23]([N:30]1[CH2:35][CH2:34][NH:33][CH2:32][CH2:31]1)([O:25][C:26]([CH3:29])([CH3:28])[CH3:27])=[O:24], predict the reaction product. The product is: [C:26]([O:25][C:23]([N:30]1[CH2:35][CH2:34][N:33]([CH:2]([C:3](=[O:4])[NH:5][CH:6]2[CH:13]3[CH2:14][CH:9]4[CH2:10][CH:11]([CH2:15][CH:7]2[CH2:8]4)[CH2:12]3)[CH3:16])[CH2:32][CH2:31]1)=[O:24])([CH3:29])([CH3:27])[CH3:28]. (6) Given the reactants [Cl:1][C:2]1[CH:7]=[CH:6][C:5]([C:8]2[CH:13]=[C:12]([CH:14]([F:16])[F:15])[N:11]3[N:17]=[CH:18][C:19]([C:20]#[CH:21])=[C:10]3[N:9]=2)=[CH:4][C:3]=1[CH3:22].[CH3:23][N:24]([CH3:37])[CH2:25][CH2:26][NH:27][S:28]([C:31]1[S:32][C:33](Br)=[CH:34][CH:35]=1)(=[O:30])=[O:29], predict the reaction product. The product is: [CH3:23][N:24]([CH3:37])[CH2:25][CH2:26][NH:27][S:28]([C:31]1[S:32][C:33]([C:21]#[C:20][C:19]2[CH:18]=[N:17][N:11]3[C:12]([CH:14]([F:15])[F:16])=[CH:13][C:8]([C:5]4[CH:6]=[CH:7][C:2]([Cl:1])=[C:3]([CH3:22])[CH:4]=4)=[N:9][C:10]=23)=[CH:34][CH:35]=1)(=[O:30])=[O:29]. (7) Given the reactants Cl.Cl.[N:3]12[CH2:11][CH2:10][CH:7]([CH2:8][CH2:9]1)[NH:6][CH2:5][CH2:4]2.[F:12][C:13]1[CH:18]=[CH:17][C:16]([C:19]2[NH:23][N:22]=[C:21]([C:24](O)=[O:25])[CH:20]=2)=[CH:15][CH:14]=1, predict the reaction product. The product is: [F:12][C:13]1[CH:14]=[CH:15][C:16]([C:19]2[NH:23][N:22]=[C:21]([C:24]([N:6]3[CH:7]4[CH2:10][CH2:11][N:3]([CH2:9][CH2:8]4)[CH2:4][CH2:5]3)=[O:25])[CH:20]=2)=[CH:17][CH:18]=1. (8) The product is: [CH3:19][O:18][CH2:17][CH2:16][CH2:15][N:1]1[CH:5]=[C:4]([C:6]2[CH:11]=[C:10]([C:12]#[N:13])[CH:9]=[CH:8][N:7]=2)[N:3]=[CH:2]1. Given the reactants [NH:1]1[CH:5]=[C:4]([C:6]2[CH:11]=[C:10]([C:12]#[N:13])[CH:9]=[CH:8][N:7]=2)[N:3]=[CH:2]1.Br[CH2:15][CH2:16][CH2:17][O:18][CH3:19], predict the reaction product. (9) Given the reactants [CH2:1]([NH:3][CH2:4][CH2:5][NH:6][C:7]([C:9]1[NH:10][C:11]2[C:16]([CH:17]=1)=[CH:15][C:14]([N+:18]([O-:20])=[O:19])=[CH:13][CH:12]=2)=[O:8])[CH3:2].[CH2:21](OC(C1NC2C(C=1)=CC([N+]([O-])=O)=CC=2)=O)C.C(NCCN)CC, predict the reaction product. The product is: [CH2:1]([NH:3][CH2:4][CH2:5][NH:6][C:7]([C:9]1[NH:10][C:11]2[C:16]([CH:17]=1)=[CH:15][C:14]([N+:18]([O-:20])=[O:19])=[CH:13][CH:12]=2)=[O:8])[CH2:2][CH3:21].